Task: Predict which catalyst facilitates the given reaction.. Dataset: Catalyst prediction with 721,799 reactions and 888 catalyst types from USPTO (1) Reactant: Cl.[CH3:2][O:3][C:4]1[CH:5]=[C:6]([CH:11]=[CH:12][C:13]=1[C:14]1[O:18][C:17]([CH3:19])=[N:16][CH:15]=1)[C:7]([NH:9][NH2:10])=[O:8].[Cl:20][CH2:21][CH2:22][CH2:23][CH:24]([C:28]1[CH:33]=[CH:32][C:31]([Cl:34])=[CH:30][C:29]=1[C:35]([F:38])([F:37])[F:36])[C:25](O)=O.C(N(CC)CC)C.CN(C(ON1N=NC2C=CC=NC1=2)=[N+](C)C)C.F[P-](F)(F)(F)(F)F. Product: [Cl:20][CH2:21][CH2:22][CH2:23][CH:24]([C:25]1[O:8][C:7]([C:6]2[CH:11]=[CH:12][C:13]([C:14]3[O:18][C:17]([CH3:19])=[N:16][CH:15]=3)=[C:4]([O:3][CH3:2])[CH:5]=2)=[N:9][N:10]=1)[C:28]1[CH:33]=[CH:32][C:31]([Cl:34])=[CH:30][C:29]=1[C:35]([F:38])([F:36])[F:37]. The catalyst class is: 18. (2) Reactant: [NH2:1][C:2]1[CH:7]=[C:6]([N+:8]([O-:10])=[O:9])[CH:5]=[CH:4][C:3]=1[OH:11].[C:12](N1C=CN=C1)(N1C=CN=C1)=[O:13].Cl. Product: [N+:8]([C:6]1[CH:5]=[CH:4][C:3]2[O:11][C:12](=[O:13])[NH:1][C:2]=2[CH:7]=1)([O-:10])=[O:9]. The catalyst class is: 1. (3) Reactant: [F:1][B-:2]([F:5])([F:4])[F:3].[C:6]([C@H:10]1[N:17]2[C:13](=[N:14][N+:15]([C:18]3[C:23]([F:24])=[C:22]([F:25])[C:21]([F:26])=[C:20]([F:27])[C:19]=3[F:28])=[CH:16]2)[C@H:12]([F:29])[CH2:11]1)([CH3:9])([CH3:8])[CH3:7].C([C@@H]1NC(=O)[C@H](F)C1)(C)(C)C.[Na+].[Cl-]. Product: [F:1][B-:2]([F:5])([F:4])[F:3].[C:6]([C@H:10]1[N:17]2[C:13](=[N:14][N+:15]([C:18]3[C:19]([F:28])=[C:20]([F:27])[C:21]([F:26])=[C:22]([F:25])[C:23]=3[F:24])=[CH:16]2)[C@@H:12]([F:29])[CH2:11]1)([CH3:9])([CH3:7])[CH3:8]. The catalyst class is: 21. (4) Reactant: [Cl:1][C:2]([F:16])([F:15])[C:3]1[N:8]=[C:7]([NH2:9])[CH:6]=[C:5]([C:10]2[O:11][CH:12]=[CH:13][CH:14]=2)[CH:4]=1.Br[CH2:18][C:19](=O)[C:20]([O:22][CH2:23][CH3:24])=[O:21]. Product: [CH2:23]([O:22][C:20]([C:19]1[N:9]=[C:7]2[CH:6]=[C:5]([C:10]3[O:11][CH:12]=[CH:13][CH:14]=3)[CH:4]=[C:3]([C:2]([Cl:1])([F:15])[F:16])[N:8]2[CH:18]=1)=[O:21])[CH3:24]. The catalyst class is: 3. (5) Reactant: [I:1][C:2]1[C:10]2[C:5](=[C:6]([C:11]([OH:14])([CH3:13])[CH3:12])[CH:7]=[CH:8][CH:9]=2)[NH:4][N:3]=1.N1C=CN=C1.[CH3:20][Si:21](Cl)([CH3:23])[CH3:22]. Product: [I:1][C:2]1[C:10]2[C:5](=[C:6]([C:11]([CH3:12])([O:14][Si:21]([CH3:23])([CH3:22])[CH3:20])[CH3:13])[CH:7]=[CH:8][CH:9]=2)[NH:4][N:3]=1. The catalyst class is: 3. (6) Reactant: [CH2:1]([O:8][C:9]1[CH:14]=[CH:13][C:12]([CH2:15][OH:16])=[CH:11][C:10]=1[C:17]([F:20])([F:19])[F:18])[C:2]1[CH:7]=[CH:6][CH:5]=[CH:4][CH:3]=1.C1(P(C2C=CC=CC=2)C2C=CC=CC=2)C=CC=CC=1.CCOC(/N=N/C(OCC)=O)=O.[C:52]([O:56][C:57]([N:59]1[C:67]2[C:62](=[CH:63][C:64](O)=[CH:65][CH:66]=2)[CH2:61][CH2:60]1)=[O:58])([CH3:55])([CH3:54])[CH3:53]. Product: [CH2:1]([O:8][C:9]1[CH:14]=[CH:13][C:12]([CH2:15][O:16][C:64]2[CH:63]=[C:62]3[C:67](=[CH:66][CH:65]=2)[N:59]([C:57]([O:56][C:52]([CH3:55])([CH3:54])[CH3:53])=[O:58])[CH2:60][CH2:61]3)=[CH:11][C:10]=1[C:17]([F:19])([F:18])[F:20])[C:2]1[CH:3]=[CH:4][CH:5]=[CH:6][CH:7]=1. The catalyst class is: 1. (7) Product: [CH3:16][C:6]1[C:7]([CH:8]([CH2:13][CH2:14][CH3:15])[C:9]([O:11][CH3:12])=[O:10])=[C:2]([C:40]2[CH:39]=[CH:38][CH:37]=[C:36]3[C:41]=2[N:32]=[CH:33][CH:34]=[CH:35]3)[N:3]=[C:4]([N:17]2[CH2:22][CH2:21][CH2:20][CH2:19][CH2:18]2)[N:5]=1. The catalyst class is: 659. Reactant: Cl[C:2]1[C:7]([CH:8]([CH2:13][CH2:14][CH3:15])[C:9]([O:11][CH3:12])=[O:10])=[C:6]([CH3:16])[N:5]=[C:4]([N:17]2[CH2:22][CH2:21][CH2:20][CH2:19][CH2:18]2)[N:3]=1.C(N(CC)C(C)C)(C)C.[N:32]1[C:41]2[C:36](=[CH:37][CH:38]=[CH:39][C:40]=2B(O)O)[CH:35]=[CH:34][CH:33]=1. (8) Reactant: [OH-].[Na+:2].[OH:3][C:4]1[CH:9]=[CH:8][CH:7]=[CH:6][C:5]=1[C:10]1[N:11]=[C:12]([CH2:15][CH2:16][CH2:17][CH2:18][C:19]([OH:21])=[O:20])[O:13][CH:14]=1. Product: [Na+:2].[Na+:2].[OH:3][C:4]1[CH:9]=[CH:8][CH:7]=[CH:6][C:5]=1[C:10]1[N:11]=[C:12]([CH2:15][CH2:16][CH2:17][CH2:18][C:19]([O-:21])=[O:20])[O:13][CH:14]=1.[OH:3][C:4]1[CH:9]=[CH:8][CH:7]=[CH:6][C:5]=1[C:10]1[N:11]=[C:12]([CH2:15][CH2:16][CH2:17][CH2:18][C:19]([O-:21])=[O:20])[O:13][CH:14]=1. The catalyst class is: 6. (9) Reactant: [H-].[Na+].[F:3][C:4]1[CH:12]=[C:11]2[C:7]([CH:8]=[CH:9][NH:10]2)=[CH:6][CH:5]=1.[CH:13]([N:26]1[CH2:29][CH:28]([CH2:30]OS(C)(=O)=O)[CH2:27]1)([C:20]1[CH:25]=[CH:24][CH:23]=[CH:22][CH:21]=1)[C:14]1[CH:19]=[CH:18][CH:17]=[CH:16][CH:15]=1. Product: [CH:13]([N:26]1[CH2:29][CH:28]([CH2:30][N:10]2[C:11]3[C:7](=[CH:6][CH:5]=[C:4]([F:3])[CH:12]=3)[CH:8]=[CH:9]2)[CH2:27]1)([C:20]1[CH:21]=[CH:22][CH:23]=[CH:24][CH:25]=1)[C:14]1[CH:15]=[CH:16][CH:17]=[CH:18][CH:19]=1. The catalyst class is: 3. (10) Reactant: [OH:1][C:2]1[CH:3]=[CH:4][C:5]2[N:9]=[CH:8][N:7]([C:10]3[S:14][C:13]([C:15]([O:17][CH3:18])=[O:16])=[C:12]([O:19][CH2:20][C:21]4[CH:26]=[CH:25][CH:24]=[CH:23][C:22]=4[C:27]([F:30])([F:29])[F:28])[CH:11]=3)[C:6]=2[CH:31]=1.CC1C=CC(S(O[CH2:43][CH:44]2[CH2:49][CH2:48][N:47]([C:50]([O:52][C:53]([CH3:56])([CH3:55])[CH3:54])=[O:51])[CH2:46][CH2:45]2)(=O)=O)=CC=1.C(=O)([O-])[O-].[Cs+].[Cs+].O. Product: [CH3:18][O:17][C:15]([C:13]1[S:14][C:10]([N:7]2[C:6]3[CH:31]=[C:2]([O:1][CH2:43][CH:44]4[CH2:49][CH2:48][N:47]([C:50]([O:52][C:53]([CH3:54])([CH3:56])[CH3:55])=[O:51])[CH2:46][CH2:45]4)[CH:3]=[CH:4][C:5]=3[N:9]=[CH:8]2)=[CH:11][C:12]=1[O:19][CH2:20][C:21]1[CH:26]=[CH:25][CH:24]=[CH:23][C:22]=1[C:27]([F:29])([F:28])[F:30])=[O:16]. The catalyst class is: 42.